This data is from Full USPTO retrosynthesis dataset with 1.9M reactions from patents (1976-2016). The task is: Predict the reactants needed to synthesize the given product. The reactants are: [C:1]([O:5][C:6]([NH:8][C:9]1[N:10]=[CH:11][C:12]([C:15]2[N:19]([C:20]3[CH:21]=[N:22][CH:23]=[CH:24][CH:25]=3)[N:18]=[C:17]([C:26]([O:28]CC)=[O:27])[CH:16]=2)=[N:13][CH:14]=1)=[O:7])([CH3:4])([CH3:3])[CH3:2].[OH-].[Na+].Cl.O. Given the product [C:1]([O:5][C:6]([NH:8][C:9]1[N:10]=[CH:11][C:12]([C:15]2[N:19]([C:20]3[CH:21]=[N:22][CH:23]=[CH:24][CH:25]=3)[N:18]=[C:17]([C:26]([OH:28])=[O:27])[CH:16]=2)=[N:13][CH:14]=1)=[O:7])([CH3:4])([CH3:2])[CH3:3], predict the reactants needed to synthesize it.